Dataset: Reaction yield outcomes from USPTO patents with 853,638 reactions. Task: Predict the reaction yield, written as a fraction of the theoretical maximum amount of product (1.0 means a 100% yield; for example, 0.34 means a 34% yield). (1) The reactants are [OH:1][C:2]1[CH:9]=[CH:8][C:5]([C:6]#[N:7])=[CH:4][C:3]=1I.[CH2:11]([N:15]1[CH2:19][CH2:18][CH2:17][C@H:16]1[CH3:20])[CH2:12][C:13]#[CH:14].C(#N)C.C(NC(C)C)(C)C. The catalyst is CC([O-])=O.CC([O-])=O.[Pd+2].[Cu](I)I. The product is [CH3:20][C@@H:16]1[CH2:17][CH2:18][CH2:19][N:15]1[CH2:11][CH2:12][C:13]1[O:1][C:2]2[CH:9]=[CH:8][C:5]([C:6]#[N:7])=[CH:4][C:3]=2[CH:14]=1. The yield is 0.246. (2) The reactants are Br[CH2:2][C:3]1[CH:4]=[C:5]([C:11]2[CH2:15][C:14]([C:20]3[CH:25]=[C:24]([Cl:26])[CH:23]=[C:22]([Cl:27])[CH:21]=3)([C:16]([F:19])([F:18])[F:17])[O:13][N:12]=2)[CH:6]=[CH:7][C:8]=1[CH2:9]Br.[C:28]([NH2:31])(=[O:30])[CH3:29].[H-].[Na+]. The catalyst is O1CCCC1.COC(C)(C)C. The product is [Cl:26][C:24]1[CH:25]=[C:20]([C:14]2([C:16]([F:17])([F:19])[F:18])[O:13][N:12]=[C:11]([C:5]3[CH:4]=[C:3]4[C:8](=[CH:7][CH:6]=3)[CH2:9][N:31]([C:28](=[O:30])[CH3:29])[CH2:2]4)[CH2:15]2)[CH:21]=[C:22]([Cl:27])[CH:23]=1. The yield is 0.0880. (3) The reactants are [H-].[Na+].[N+:3]([C:6]1[CH:15]=[CH:14]C2N[C:11](=O)[NH:12][C:8]=2[CH:7]=1)([O-:5])=[O:4].[CH3:16][N:17]([CH:19]=[O:20])[CH3:18]. No catalyst specified. The product is [CH3:16][N:17]1[C:18]2[CH:14]=[CH:15][C:6]([N+:3]([O-:5])=[O:4])=[CH:7][C:8]=2[N:12]([CH3:11])[C:19]1=[O:20]. The yield is 0.930. (4) The reactants are [NH:1]1[CH:5]=[CH:4][N:3]=[N:2]1.Br[CH2:7][CH2:8][N:9]1[C:13](=[O:14])[C:12]2=[CH:15][CH:16]=[CH:17][CH:18]=[C:11]2[C:10]1=[O:19].C(=O)([O-])[O-].[K+].[K+]. The catalyst is CN(C=O)C. The product is [N:1]1([CH2:7][CH2:8][N:9]2[C:10](=[O:19])[C:11]3[C:12](=[CH:15][CH:16]=[CH:17][CH:18]=3)[C:13]2=[O:14])[CH:5]=[CH:4][N:3]=[N:2]1. The yield is 0.450. (5) The reactants are [Cl:1][C:2]1[CH:7]=[CH:6][CH:5]=[C:4]([Cl:8])[C:3]=1[N:9]1[C:13]([CH2:14]O)=[C:12]([CH:16]([CH3:18])[CH3:17])[CH:11]=[N:10]1.P(Br)(Br)[Br:20]. The catalyst is C(Cl)Cl.O. The yield is 0.100. The product is [Br:20][CH2:14][C:13]1[N:9]([C:3]2[C:2]([Cl:1])=[CH:7][CH:6]=[CH:5][C:4]=2[Cl:8])[N:10]=[CH:11][C:12]=1[CH:16]([CH3:18])[CH3:17]. (6) The reactants are [Cl:1][CH2:2][CH2:3][CH2:4][CH2:5][CH2:6][CH2:7][O:8][CH2:9][CH2:10][O:11][CH2:12][CH2:13][NH:14][C:15]([C:17]1[CH:31]=[CH:30][C:20]([CH2:21][NH:22]C(=O)OCCCC)=[CH:19][CH:18]=1)=[O:16].Cl.O1CCOCC1. No catalyst specified. The product is [ClH:1].[NH2:22][CH2:21][C:20]1[CH:19]=[CH:18][C:17]([C:15]([NH:14][CH2:13][CH2:12][O:11][CH2:10][CH2:9][O:8][CH2:7][CH2:6][CH2:5][CH2:4][CH2:3][CH2:2][Cl:1])=[O:16])=[CH:31][CH:30]=1. The yield is 0.980.